From a dataset of NCI-60 drug combinations with 297,098 pairs across 59 cell lines. Regression. Given two drug SMILES strings and cell line genomic features, predict the synergy score measuring deviation from expected non-interaction effect. Drug 1: C(=O)(N)NO. Drug 2: CC(C)(C#N)C1=CC(=CC(=C1)CN2C=NC=N2)C(C)(C)C#N. Cell line: HOP-92. Synergy scores: CSS=2.94, Synergy_ZIP=-1.33, Synergy_Bliss=-1.66, Synergy_Loewe=-1.16, Synergy_HSA=-1.36.